From a dataset of Catalyst prediction with 721,799 reactions and 888 catalyst types from USPTO. Predict which catalyst facilitates the given reaction. (1) Reactant: [CH:1]([N:3]1[CH:7]=[C:6]([CH:8]=O)[CH:5]=[N:4]1)=[CH2:2].[CH:10]([C:13]1[N:18]=[CH:17][C:16]([NH2:19])=[CH:15][CH:14]=1)([CH3:12])[CH3:11].C(O[BH-](OC(=O)C)OC(=O)C)(=O)C.[Na+].C(=O)([O-])O.[Na+]. Product: [CH:10]([C:13]1[N:18]=[CH:17][C:16]([NH:19][CH2:8][C:6]2[CH:5]=[N:4][N:3]([CH:1]=[CH2:2])[CH:7]=2)=[CH:15][CH:14]=1)([CH3:12])[CH3:11]. The catalyst class is: 478. (2) Product: [NH2:1][C:2]1[C:11]2[N:10]=[CH:9][C:8]([CH2:12][CH2:13][C:14]3[CH:19]=[CH:18][C:17]([CH:20]([NH:28][C:29]4[CH:34]=[CH:33][C:32]([OH:35])=[CH:31][CH:30]=4)[CH3:21])=[CH:16][CH:15]=3)=[CH:7][C:6]=2[C:5]2[CH:23]=[CH:24][C:25]([CH3:27])=[CH:26][C:4]=2[N:3]=1. Reactant: [NH2:1][C:2]1[C:11]2[N:10]=[CH:9][C:8]([CH2:12][CH2:13][C:14]3[CH:19]=[CH:18][C:17]([C:20](=O)[CH3:21])=[CH:16][CH:15]=3)=[CH:7][C:6]=2[C:5]2[CH:23]=[CH:24][C:25]([CH3:27])=[CH:26][C:4]=2[N:3]=1.[NH2:28][C:29]1[CH:34]=[CH:33][C:32]([OH:35])=[CH:31][CH:30]=1.C(O)(C(F)(F)F)=O. The catalyst class is: 15. (3) Reactant: CN(C(O[N:9]1N=N[C:11]2[CH:12]=CC=[N:15][C:10]1=2)=[N+](C)C)C.F[P-](F)(F)(F)(F)F.[F:25][C:26]1([F:41])[O:30][C:29]2[CH:31]=[CH:32][C:33]([C:35]3([C:38]([OH:40])=O)[CH2:37][CH2:36]3)=[CH:34][C:28]=2[O:27]1.[CH2:42]([OH:44])[CH3:43].C([N:47]([CH2:50][CH3:51])[CH2:48][CH3:49])C. Product: [C:33]([C:48]1[N:47]([CH2:43][CH2:42][OH:44])[C:50]2=[CH:51][N:15]=[C:10]([NH:9][C:38]([C:35]3([C:33]4[CH:32]=[CH:31][C:29]5[O:30][C:26]([F:25])([F:41])[O:27][C:28]=5[CH:34]=4)[CH2:36][CH2:37]3)=[O:40])[CH:11]=[C:12]2[CH:49]=1)([CH3:35])([CH3:34])[CH3:32]. The catalyst class is: 3. (4) The catalyst class is: 117. Reactant: Br[C:2]1[C:7]2[N:8]=[C:9]([C:12]3[CH:13]=[N:14][N:15]([CH3:17])[CH:16]=3)[N:10]=[CH:11][C:6]=2[C:5](=[O:18])[N:4]([CH3:19])[CH:3]=1.[CH:20]1([CH2:23][O:24][C:25]2[CH:30]=[CH:29][C:28]([S:31]([CH3:34])(=[O:33])=[O:32])=[CH:27][C:26]=2B2OC(C)(C)C(C)(C)O2)[CH2:22][CH2:21]1.[O-]P([O-])([O-])=O.[K+].[K+].[K+]. Product: [CH:20]1([CH2:23][O:24][C:25]2[CH:30]=[CH:29][C:28]([S:31]([CH3:34])(=[O:33])=[O:32])=[CH:27][C:26]=2[C:2]2[C:7]3[N:8]=[C:9]([C:12]4[CH:13]=[N:14][N:15]([CH3:17])[CH:16]=4)[N:10]=[CH:11][C:6]=3[C:5](=[O:18])[N:4]([CH3:19])[CH:3]=2)[CH2:21][CH2:22]1. (5) Reactant: [CH2:1]([O:3][C:4]([CH:6]1[CH2:11][CH2:10][NH:9][CH2:8][CH2:7]1)=[O:5])[CH3:2].[Cl:12][C:13]1[N:17]2[CH:18]=[C:19]([C:26]3[CH:30]=[CH:29][O:28][CH:27]=3)[CH:20]=[C:21]([C:22]([F:25])([F:24])[F:23])[C:16]2=[N:15][C:14]=1[C:31](O)=[O:32].CN(C(ON1N=NC2C=CC=NC1=2)=[N+](C)C)C.F[P-](F)(F)(F)(F)F.CCN(C(C)C)C(C)C.C([O-])(O)=O.[Na+]. Product: [CH2:1]([O:3][C:4]([CH:6]1[CH2:11][CH2:10][N:9]([C:31]([C:14]2[N:15]=[C:16]3[C:21]([C:22]([F:24])([F:23])[F:25])=[CH:20][C:19]([C:26]4[CH:30]=[CH:29][O:28][CH:27]=4)=[CH:18][N:17]3[C:13]=2[Cl:12])=[O:32])[CH2:8][CH2:7]1)=[O:5])[CH3:2]. The catalyst class is: 3. (6) Reactant: C[O:2][C:3]1[C:17]2[C:12](=[CH:13][CH:14]=[CH:15][CH:16]=2)[NH:11][C:10]2[C:5](=[CH:6][CH:7]=[CH:8][CH:9]=2)[CH:4]=1.C(O)(=O)C1C=CC=CC=1.[O-:27][C:28]#[N:29].[Na+]. Product: [CH:7]1[CH:8]=[CH:9][C:10]2[N:11]([C:28]([NH2:29])=[O:27])[C:12]3[CH:13]=[CH:14][CH:15]=[CH:16][C:17]=3[C:3](=[O:2])[CH2:4][C:5]=2[CH:6]=1. The catalyst class is: 11. (7) Reactant: [Si]([O:8][CH2:9][C:10]1[CH:14]=[N:13][N:12]([CH2:15][C@@H:16]2[C@H:19]([NH:20][C:21](=[O:30])[O:22][CH2:23][C:24]3[CH:29]=[CH:28][CH:27]=[CH:26][CH:25]=3)[C:18](=[O:31])[NH:17]2)[N:11]=1)(C(C)(C)C)(C)C. Product: [OH:8][CH2:9][C:10]1[CH:14]=[N:13][N:12]([CH2:15][C@@H:16]2[C@H:19]([NH:20][C:21](=[O:30])[O:22][CH2:23][C:24]3[CH:29]=[CH:28][CH:27]=[CH:26][CH:25]=3)[C:18](=[O:31])[NH:17]2)[N:11]=1. The catalyst class is: 5. (8) Reactant: [Cl:1][C:2]1[C:3]([CH3:24])=[C:4]([CH2:8][NH:9][C:10]2[N:11]=[C:12]([N:18]3[CH2:23][CH2:22][O:21][CH2:20][CH2:19]3)[S:13][C:14]=2[C:15]([NH2:17])=[O:16])[CH:5]=[CH:6][CH:7]=1.[S:25]([CH2:32][C:33](Cl)=O)[C:26]1[CH:31]=[CH:30][CH:29]=[CH:28][CH:27]=1. Product: [Cl:1][C:2]1[C:3]([CH3:24])=[C:4]([CH2:8][N:9]2[C:10]3[N:11]=[C:12]([N:18]4[CH2:19][CH2:20][O:21][CH2:22][CH2:23]4)[S:13][C:14]=3[C:15](=[O:16])[N:17]=[C:33]2[CH2:32][S:25][C:26]2[CH:31]=[CH:30][CH:29]=[CH:28][CH:27]=2)[CH:5]=[CH:6][CH:7]=1. The catalyst class is: 7. (9) Reactant: [Cl:1][C:2]1[NH:10][C:9]2[C:8](=[O:11])[N:7]([CH2:12][CH2:13][CH2:14][CH2:15]C(OCC)=O)[C:6](=[O:21])[N:5]([CH2:22][CH2:23][CH2:24][CH2:25][CH3:26])[C:4]=2[N:3]=1.CC[O-].[Na+].[OH:31][NH:32][C:33]([C@H:35]1[CH2:37][C@@H:36]1[C:38]1[CH:43]=[CH:42][CH:41]=[CH:40][CH:39]=1)=[NH:34]. Product: [Cl:1][C:2]1[NH:10][C:9]2[C:8](=[O:11])[N:7]([CH2:12][CH2:13][CH2:14][C:15]3[O:31][N:32]=[C:33]([C@H:35]4[CH2:37][C@@H:36]4[C:38]4[CH:43]=[CH:42][CH:41]=[CH:40][CH:39]=4)[N:34]=3)[C:6](=[O:21])[N:5]([CH2:22][CH2:23][CH2:24][CH2:25][CH3:26])[C:4]=2[N:3]=1. The catalyst class is: 14. (10) Reactant: Cl.[CH3:2][O:3][C:4](=[O:8])[CH2:5][CH2:6][NH2:7].[CH3:9][O:10][C:11]1[C:16]([CH3:17])=[CH:15][N:14]=[C:13]([CH:18]=O)[C:12]=1[CH3:20].C(N(CC)CC)C.C(O[BH-](OC(=O)C)OC(=O)C)(=O)C.[Na+].C([O-])(O)=O.[Na+]. Product: [CH3:9][O:10][C:11]1[C:16]([CH3:17])=[CH:15][N:14]=[C:13]([CH2:18][NH:7][CH2:6][CH2:5][C:4]([O:3][CH3:2])=[O:8])[C:12]=1[CH3:20]. The catalyst class is: 26.